From a dataset of Full USPTO retrosynthesis dataset with 1.9M reactions from patents (1976-2016). Predict the reactants needed to synthesize the given product. (1) Given the product [NH2:39][C:2]1[N:7]=[C:6]([C:8]2[S:12][C:11]([N:13]3[CH2:18][CH2:17][O:16][CH2:15][CH2:14]3)=[N:10][C:9]=2[C:19]2[C:20]([F:38])=[C:21]([NH:26][S:27]([C:30]3[C:35]([F:36])=[CH:34][CH:33]=[CH:32][C:31]=3[F:37])(=[O:29])=[O:28])[CH:22]=[CH:23][C:24]=2[F:25])[CH:5]=[CH:4][N:3]=1, predict the reactants needed to synthesize it. The reactants are: Cl[C:2]1[N:7]=[C:6]([C:8]2[S:12][C:11]([N:13]3[CH2:18][CH2:17][O:16][CH2:15][CH2:14]3)=[N:10][C:9]=2[C:19]2[C:20]([F:38])=[C:21]([NH:26][S:27]([C:30]3[C:35]([F:36])=[CH:34][CH:33]=[CH:32][C:31]=3[F:37])(=[O:29])=[O:28])[CH:22]=[CH:23][C:24]=2[F:25])[CH:5]=[CH:4][N:3]=1.[NH4+:39].[OH-]. (2) Given the product [CH2:12]([O:14][CH:15]([O:19][CH2:20][CH3:21])[CH2:16][N:17]1[C:4]([NH2:5])=[CH:3][C:2]([C:6]2[CH:7]=[N:8][CH:9]=[CH:10][CH:11]=2)=[N:18]1)[CH3:13], predict the reactants needed to synthesize it. The reactants are: O=[C:2]([C:6]1[CH:7]=[N:8][CH:9]=[CH:10][CH:11]=1)[CH2:3][C:4]#[N:5].[CH2:12]([O:14][CH:15]([O:19][CH2:20][CH3:21])[CH2:16][NH:17][NH2:18])[CH3:13].Cl. (3) Given the product [C:4](/[C:3](=[N:2]\[O:1][CH2:14][C:15]1[N:20]=[C:19]([NH:21][C:22](=[O:28])[O:23][C:24]([CH3:26])([CH3:25])[CH3:27])[CH:18]=[CH:17][CH:16]=1)/[C:6]1[CH:11]=[CH:10][CH:9]=[C:8]([F:12])[CH:7]=1)#[N:5], predict the reactants needed to synthesize it. The reactants are: [OH:1]/[N:2]=[C:3](/[C:6]1[CH:11]=[CH:10][CH:9]=[C:8]([F:12])[CH:7]=1)\[C:4]#[N:5].Cl[CH2:14][C:15]1[N:20]=[C:19]([NH:21][C:22](=[O:28])[O:23][C:24]([CH3:27])([CH3:26])[CH3:25])[CH:18]=[CH:17][CH:16]=1.C(=O)([O-])[O-].[Cs+].[Cs+]. (4) Given the product [NH2:28][C:23]1[N:24]([CH3:27])[C:25](=[O:26])[C@:10]2([N:22]=1)[C:9]1[CH:8]=[C:7]([C:41]3[CH:42]=[C:37]([CH:38]=[CH:39][CH:40]=3)[C:35]#[N:36])[CH:16]=[CH:15][C:14]=1[O:13][C@:12]1([CH3:21])[CH2:17][CH2:18][CH2:19][O:20][C@@H:11]21, predict the reactants needed to synthesize it. The reactants are: FC(F)(F)S(O[C:7]1[CH:16]=[CH:15][C:14]2[O:13][C@:12]3([CH3:21])[CH2:17][CH2:18][CH2:19][O:20][C@H:11]3[C@:10]3([C:25](=[O:26])[N:24]([CH3:27])[C:23](/[N:28]=C/N(C)C)=[N:22]3)[C:9]=2[CH:8]=1)(=O)=O.[C:35]([C:37]1[CH:38]=[C:39](B(O)O)[CH:40]=[CH:41][CH:42]=1)#[N:36]. (5) Given the product [F:1][C:2]1[C:7]([F:8])=[CH:6][CH:5]=[CH:4][C:3]=1[C:9]1([C:14]([OH:16])=[O:15])[CH2:13][CH2:12][CH2:11][CH2:10]1, predict the reactants needed to synthesize it. The reactants are: [F:1][C:2]1[C:7]([F:8])=[CH:6][CH:5]=[CH:4][C:3]=1[C:9]1([C:14]([O:16]C)=[O:15])[CH2:13][CH2:12][CH2:11][CH2:10]1.[OH-].[Na+]. (6) Given the product [F:17][C@H:15]1[CH2:14][N:13]([S:18]([C:21]2[CH:26]=[CH:25][C:24]([F:27])=[CH:23][CH:22]=2)(=[O:20])=[O:19])[C@H:12]([C:10]([NH:9][CH2:8][C:6]2[CH:7]=[C:2]([C:34]3[CH:35]=[CH:36][C:31]([C:30]([F:41])([F:40])[F:29])=[CH:32][CH:33]=3)[CH:3]=[CH:4][C:5]=2[F:28])=[O:11])[CH2:16]1, predict the reactants needed to synthesize it. The reactants are: Br[C:2]1[CH:3]=[CH:4][C:5]([F:28])=[C:6]([CH2:8][NH:9][C:10]([C@@H:12]2[CH2:16][C@@H:15]([F:17])[CH2:14][N:13]2[S:18]([C:21]2[CH:26]=[CH:25][C:24]([F:27])=[CH:23][CH:22]=2)(=[O:20])=[O:19])=[O:11])[CH:7]=1.[F:29][C:30]([F:41])([F:40])[C:31]1[CH:36]=[CH:35][C:34](B(O)O)=[CH:33][CH:32]=1.C(=O)([O-])[O-].[Cs+].[Cs+].O.